Dataset: Catalyst prediction with 721,799 reactions and 888 catalyst types from USPTO. Task: Predict which catalyst facilitates the given reaction. Reactant: [CH3:1][C:2]1[CH:7]=[CH:6][CH:5]=[CH:4][C:3]=1[CH:8]([NH:12][C:13]([NH:15][C:16]1[CH:21]=[CH:20][C:19]([Cl:22])=[CH:18][CH:17]=1)=[O:14])[C:9]([OH:11])=O.[CH3:23][N:24]([C:31]1[CH:36]=[CH:35][C:34]([NH2:37])=[CH:33][CH:32]=1)[C:25]1[CH:30]=[CH:29][N:28]=[CH:27][CH:26]=1.C(Cl)CCl. Product: [CH3:23][N:24]([C:31]1[CH:36]=[CH:35][C:34]([NH:37][C:9](=[O:11])[CH:8]([C:3]2[CH:4]=[CH:5][CH:6]=[CH:7][C:2]=2[CH3:1])[NH:12][C:13]([NH:15][C:16]2[CH:21]=[CH:20][C:19]([Cl:22])=[CH:18][CH:17]=2)=[O:14])=[CH:33][CH:32]=1)[C:25]1[CH:26]=[CH:27][N:28]=[CH:29][CH:30]=1. The catalyst class is: 3.